Dataset: Forward reaction prediction with 1.9M reactions from USPTO patents (1976-2016). Task: Predict the product of the given reaction. (1) Given the reactants [F-].C([N+](CCCC)(CCCC)CCCC)CCC.[C:19]1([S:25]([N:28](S(C2C=CC=CC=2)(=O)=O)[C:29]2[CH:34]=[CH:33][C:32]([Br:35])=[CH:31][C:30]=2[I:36])(=[O:27])=[O:26])[CH:24]=[CH:23][CH:22]=[CH:21][CH:20]=1, predict the reaction product. The product is: [Br:35][C:32]1[CH:33]=[CH:34][C:29]([NH:28][S:25]([C:19]2[CH:24]=[CH:23][CH:22]=[CH:21][CH:20]=2)(=[O:27])=[O:26])=[C:30]([I:36])[CH:31]=1. (2) Given the reactants [Si:1]([O:8][CH2:9][C:10]1([CH2:14][CH2:15][CH2:16][OH:17])[CH2:13][CH2:12][CH2:11]1)([C:4]([CH3:7])([CH3:6])[CH3:5])([CH3:3])[CH3:2].[Cl:18][C:19]1[N:24]=[C:23](Cl)[CH:22]=[CH:21][N:20]=1, predict the reaction product. The product is: [Si:1]([O:8][CH2:9][C:10]1([CH2:14][CH2:15][CH2:16][O:17][C:21]2[CH:22]=[CH:23][N:24]=[C:19]([Cl:18])[N:20]=2)[CH2:11][CH2:12][CH2:13]1)([C:4]([CH3:7])([CH3:6])[CH3:5])([CH3:3])[CH3:2]. (3) Given the reactants [CH:1]1([CH2:4][O:5][C:6]2[N:11]=[C:10]([C:12]([OH:14])=O)[CH:9]=[CH:8][C:7]=2[CH3:15])[CH2:3][CH2:2]1.[CH3:16][CH:17]([CH3:26])[CH2:18][C@@H:19]([C:21]1[S:22][CH:23]=[CH:24][N:25]=1)[NH2:20], predict the reaction product. The product is: [CH3:16][CH:17]([CH3:26])[CH2:18][C@H:19]([NH:20][C:12]([C:10]1[CH:9]=[CH:8][C:7]([CH3:15])=[C:6]([O:5][CH2:4][CH:1]2[CH2:2][CH2:3]2)[N:11]=1)=[O:14])[C:21]1[S:22][CH:23]=[CH:24][N:25]=1. (4) Given the reactants C([O:4][C:5]([C:7]1([C:18]2([NH:21][C:22](=[O:29])[CH2:23][C:24]([O:26][CH2:27]C)=[O:25])[CH2:20][CH2:19]2)[CH2:10][N:9]([C:11]([O:13][C:14]([CH3:17])([CH3:16])[CH3:15])=[O:12])[CH2:8]1)=O)(C)C.[Na], predict the reaction product. The product is: [CH3:27][O:26][C:24]([CH:23]1[C:22](=[O:29])[NH:21][C:18]2([CH2:19][CH2:20]2)[C:7]2([CH2:8][N:9]([C:11]([O:13][C:14]([CH3:16])([CH3:17])[CH3:15])=[O:12])[CH2:10]2)[C:5]1=[O:4])=[O:25]. (5) Given the reactants N[C@H:2]([C:5](O)=[O:6])C[SeH].[C:8]([CH2:11][C:12]1[CH:20]=[C:19]([O:21][CH3:22])[CH:18]=[CH:17][C:13]=1[C:14]([OH:16])=[O:15])([OH:10])=O.C(OC(=O)C)(=O)C, predict the reaction product. The product is: [C:5]([CH:11]1[C:12]2[C:13](=[CH:17][CH:18]=[C:19]([O:21][CH3:22])[CH:20]=2)[C:14](=[O:15])[O:16][C:8]1=[O:10])(=[O:6])[CH3:2].